Dataset: Forward reaction prediction with 1.9M reactions from USPTO patents (1976-2016). Task: Predict the product of the given reaction. (1) Given the reactants [O:1]=[C:2]1[C:10]2[C:5](=[CH:6][CH:7]=[CH:8][CH:9]=2)[C:4](=[O:11])[N:3]1[CH2:12][CH2:13][C:14]([OH:16])=O.[NH2:17][C:18]1[CH:23]=[CH:22][CH:21]=[CH:20][CH:19]=1.C(=O)([O-])[O-].[Na+].[Na+].Cl, predict the reaction product. The product is: [O:11]=[C:4]1[C:5]2[C:10](=[CH:9][CH:8]=[CH:7][CH:6]=2)[C:2](=[O:1])[N:3]1[CH2:12][CH2:13][C:14]([NH:17][C:18]1[CH:23]=[CH:22][CH:21]=[CH:20][CH:19]=1)=[O:16]. (2) Given the reactants [F:1][C:2]1[CH:3]=[C:4]2[C:9](=[CH:10][CH:11]=1)[N:8]=[C:7]([CH:12]([N:14]1C(=O)C3C(=CC=CC=3)C1=O)[CH3:13])[C:6]([C:25]1[CH:30]=[CH:29][CH:28]=[CH:27][CH:26]=1)=[C:5]2SC.O[O:34][S:35]([O-:37])=O.[K+].[CH2:39]1COCC1, predict the reaction product. The product is: [F:1][C:2]1[CH:3]=[C:4]2[C:9](=[CH:10][CH:11]=1)[N:8]=[C:7]([CH:12]([NH2:14])[CH3:13])[C:6]([C:25]1[CH:30]=[CH:29][CH:28]=[CH:27][CH:26]=1)=[C:5]2[S:35]([CH3:39])(=[O:37])=[O:34]. (3) Given the reactants [NH2:1][CH2:2][C@@H:3]1[C@H:8]([CH3:9])[CH2:7][CH2:6][CH2:5][N:4]1[C:10]([C:12]1[CH:17]=[C:16]([CH3:18])[CH:15]=[CH:14][C:13]=1[C:19]1[N:24]=[CH:23][CH:22]=[CH:21][N:20]=1)=[O:11].Br[C:26]1[C:31]([F:32])=[CH:30][C:29]([F:33])=[CH:28][N:27]=1, predict the reaction product. The product is: [F:32][C:31]1[C:26]([NH:1][CH2:2][C@@H:3]2[C@H:8]([CH3:9])[CH2:7][CH2:6][CH2:5][N:4]2[C:10]([C:12]2[CH:17]=[C:16]([CH3:18])[CH:15]=[CH:14][C:13]=2[C:19]2[N:20]=[CH:21][CH:22]=[CH:23][N:24]=2)=[O:11])=[N:27][CH:28]=[C:29]([F:33])[CH:30]=1. (4) The product is: [CH3:14][O:15][C:16](=[O:22])[CH:17]([NH:18][C:10](=[O:12])[CH2:9][CH2:8][C:5]1[CH:4]=[CH:3][C:2]([OH:1])=[CH:7][CH:6]=1)[CH:19]([CH3:21])[CH3:20]. Given the reactants [OH:1][C:2]1[CH:7]=[CH:6][C:5]([CH2:8][CH2:9][C:10]([OH:12])=O)=[CH:4][CH:3]=1.Cl.[CH3:14][O:15][C:16](=[O:22])[C@H:17]([CH:19]([CH3:21])[CH3:20])[NH2:18], predict the reaction product. (5) Given the reactants Cl.[O:2]=[C:3]1[N:7]([C:8]2[CH:17]=[CH:16][C:11]([C:12]([O:14][CH3:15])=[O:13])=[CH:10][CH:9]=2)[CH2:6][C:5]2([CH2:22][CH2:21][NH:20][CH2:19][CH2:18]2)[O:4]1.[Cl:23][C:24]1[CH:31]=[CH:30][C:27]([CH:28]=O)=[CH:26][C:25]=1[O:32][C:33]([F:36])([F:35])[F:34], predict the reaction product. The product is: [Cl:23][C:24]1[CH:31]=[CH:30][C:27]([CH2:28][N:20]2[CH2:21][CH2:22][C:5]3([O:4][C:3](=[O:2])[N:7]([C:8]4[CH:17]=[CH:16][C:11]([C:12]([O:14][CH3:15])=[O:13])=[CH:10][CH:9]=4)[CH2:6]3)[CH2:18][CH2:19]2)=[CH:26][C:25]=1[O:32][C:33]([F:34])([F:36])[F:35]. (6) Given the reactants [C:1]([C:3]1[CH:4]=[CH:5][C:6]([O:24][CH3:25])=[C:7]([S:9]([NH:12][CH2:13][CH2:14][C:15]2[CH:23]=[CH:22][C:18]([C:19]([OH:21])=O)=[CH:17][CH:16]=2)(=[O:11])=[O:10])[CH:8]=1)#[N:2].[NH:26]1[CH2:30][CH2:29][CH2:28][CH2:27]1.C(N(CC)CC)C.Cl.CN(C)CCCN=C=NCC, predict the reaction product. The product is: [C:1]([C:3]1[CH:4]=[CH:5][C:6]([O:24][CH3:25])=[C:7]([S:9]([NH:12][CH2:13][CH2:14][C:15]2[CH:23]=[CH:22][C:18]([C:19]([N:26]3[CH2:30][CH2:29][CH2:28][CH2:27]3)=[O:21])=[CH:17][CH:16]=2)(=[O:10])=[O:11])[CH:8]=1)#[N:2]. (7) Given the reactants [Cl:1][C:2]1[CH:7]=[C:6]([F:8])[CH:5]=[CH:4][C:3]=1/[C:9](/[CH2:31][CH3:32])=[C:10](\[C:20]1[CH:25]=[CH:24][C:23](/[CH:26]=[CH:27]/[C:28]([OH:30])=[O:29])=[CH:22][CH:21]=1)/[C:11]1[CH:12]=[C:13]2[C:17](=[CH:18][CH:19]=1)[NH:16][N:15]=[CH:14]2.[C:33](OC(=O)C)(=[O:35])[CH3:34], predict the reaction product. The product is: [C:33]([N:16]1[C:17]2[C:13](=[CH:12][C:11](/[C:10](/[C:20]3[CH:25]=[CH:24][C:23](/[CH:26]=[CH:27]/[C:28]([OH:30])=[O:29])=[CH:22][CH:21]=3)=[C:9](/[C:3]3[CH:4]=[CH:5][C:6]([F:8])=[CH:7][C:2]=3[Cl:1])\[CH2:31][CH3:32])=[CH:19][CH:18]=2)[CH:14]=[N:15]1)(=[O:35])[CH3:34]. (8) Given the reactants [F:1][C:2]1[CH:8]=[CH:7][C:5]([NH2:6])=[C:4]([O:9][CH:10]2[CH2:15][CH2:14][O:13][CH2:12][CH2:11]2)[CH:3]=1.Cl[C:17]1[C:18]2[C:25]([CH3:26])=[C:24]([C:27]([O:29][CH3:30])=[O:28])[S:23][C:19]=2[N:20]=[CH:21][N:22]=1.C1(C)C=CC(S(O)(=O)=O)=CC=1, predict the reaction product. The product is: [F:1][C:2]1[CH:8]=[CH:7][C:5]([NH:6][C:17]2[C:18]3[C:25]([CH3:26])=[C:24]([C:27]([O:29][CH3:30])=[O:28])[S:23][C:19]=3[N:20]=[CH:21][N:22]=2)=[C:4]([O:9][CH:10]2[CH2:15][CH2:14][O:13][CH2:12][CH2:11]2)[CH:3]=1. (9) The product is: [F:30][C:24]1[CH:25]=[C:26]([F:29])[CH:27]=[CH:28][C:23]=1[O:22][C:14]1[CH:15]=[CH:16][C:17]([N+:19]([O-:21])=[O:20])=[CH:18][C:13]=1[C:12]1[C:4]2[C:5](=[C:6]([O:8][CH3:9])[N:7]=[C:2]([CH2:33][N:34]3[CH2:39][CH2:38][O:37][CH2:36][CH2:35]3)[CH:3]=2)[N:10]([CH3:31])[CH:11]=1. Given the reactants Br[C:2]1[CH:3]=[C:4]2[C:12]([C:13]3[CH:18]=[C:17]([N+:19]([O-:21])=[O:20])[CH:16]=[CH:15][C:14]=3[O:22][C:23]3[CH:28]=[CH:27][C:26]([F:29])=[CH:25][C:24]=3[F:30])=[CH:11][N:10]([CH3:31])[C:5]2=[C:6]([O:8][CH3:9])[N:7]=1.[B-](F)(F)(F)[CH2:33][N:34]1[CH2:39][CH2:38][O:37][CH2:36][CH2:35]1.[K+].C([O-])([O-])=O.[Cs+].[Cs+].O, predict the reaction product.